From a dataset of Reaction yield outcomes from USPTO patents with 853,638 reactions. Predict the reaction yield, written as a fraction of the theoretical maximum amount of product (1.0 means a 100% yield; for example, 0.34 means a 34% yield). (1) The reactants are [Br:1][C:2]1[CH:3]=[C:4]2[C:9](=[CH:10][C:11]=1[Cl:12])[N:8]=[C:7]([CH3:13])[N:6]=[C:5]2[N:14]1[CH2:19][CH2:18][N:17]([C:20]([O:22][C:23]([CH3:26])([CH3:25])[CH3:24])=[O:21])[CH:16]([C:27]([O:29]C)=[O:28])[CH2:15]1.O[Li].O.Cl. The catalyst is C1COCC1.O. The product is [Br:1][C:2]1[CH:3]=[C:4]2[C:9](=[CH:10][C:11]=1[Cl:12])[N:8]=[C:7]([CH3:13])[N:6]=[C:5]2[N:14]1[CH2:19][CH2:18][N:17]([C:20]([O:22][C:23]([CH3:26])([CH3:24])[CH3:25])=[O:21])[CH:16]([C:27]([OH:29])=[O:28])[CH2:15]1. The yield is 0.970. (2) The reactants are [NH2:1][C:2]1[C:9]([O:10][CH3:11])=[CH:8][CH:7]=[C:6]([C:12]([F:15])([F:14])[F:13])[C:3]=1[C:4]#[N:5].[Br:16]Br. The catalyst is C(O)(=O)C. The product is [NH2:1][C:2]1[C:9]([O:10][CH3:11])=[CH:8][C:7]([Br:16])=[C:6]([C:12]([F:13])([F:14])[F:15])[C:3]=1[C:4]#[N:5]. The yield is 0.370. (3) The reactants are Br[C:2]1[O:3][C:4]2[C:24]([O:25]C(=O)C)=[C:23]([O:29][CH3:30])[CH:22]=[CH:21][C:5]=2[C:6]=1[C:7](=[O:20])[C:8]1[CH:13]=[C:12]([O:14][CH3:15])[C:11]([O:16][CH3:17])=[C:10]([O:18][CH3:19])[CH:9]=1.[CH3:31][NH2:32]. The catalyst is C(#N)C. The product is [CH3:31][NH:32][C:2]1[O:3][C:4]2[C:24]([OH:25])=[C:23]([O:29][CH3:30])[CH:22]=[CH:21][C:5]=2[C:6]=1[C:7](=[O:20])[C:8]1[CH:13]=[C:12]([O:14][CH3:15])[C:11]([O:16][CH3:17])=[C:10]([O:18][CH3:19])[CH:9]=1. The yield is 0.290.